Dataset: Forward reaction prediction with 1.9M reactions from USPTO patents (1976-2016). Task: Predict the product of the given reaction. The product is: [CH3:13][CH:14]([CH3:30])[C:15]([NH:17][C:18]1[CH:23]=[CH:22][CH:21]=[C:20]([CH:24]2[CH2:29][CH2:28][N:27]([CH2:2][CH2:3][CH2:4][CH2:5][S:6][C:7]3[CH:12]=[CH:11][CH:10]=[CH:9][CH:8]=3)[CH2:26][CH2:25]2)[CH:19]=1)=[O:16]. Given the reactants Cl[CH2:2][CH2:3][CH2:4][CH2:5][S:6][C:7]1[CH:12]=[CH:11][CH:10]=[CH:9][CH:8]=1.[CH3:13][CH:14]([CH3:30])[C:15]([NH:17][C:18]1[CH:23]=[CH:22][CH:21]=[C:20]([CH:24]2[CH2:29][CH2:28][NH:27][CH2:26][CH2:25]2)[CH:19]=1)=[O:16], predict the reaction product.